From a dataset of Full USPTO retrosynthesis dataset with 1.9M reactions from patents (1976-2016). Predict the reactants needed to synthesize the given product. (1) Given the product [C:1]([NH:5][S:6]([C:9]1[C:10]([C:15]2[CH:20]=[CH:19][C:18]([C:32]3[CH:37]=[CH:36][N:35]4[CH:38]=[N:39][N:40]=[C:34]4[CH:33]=3)=[C:17]([F:30])[CH:16]=2)=[CH:11][CH:12]=[CH:13][CH:14]=1)(=[O:7])=[O:8])([CH3:4])([CH3:3])[CH3:2], predict the reactants needed to synthesize it. The reactants are: [C:1]([NH:5][S:6]([C:9]1[C:10]([C:15]2[CH:20]=[CH:19][C:18](B3OC(C)(C)C(C)(C)O3)=[C:17]([F:30])[CH:16]=2)=[CH:11][CH:12]=[CH:13][CH:14]=1)(=[O:8])=[O:7])([CH3:4])([CH3:3])[CH3:2].Br[C:32]1[CH:37]=[CH:36][N:35]2[CH:38]=[N:39][N:40]=[C:34]2[CH:33]=1.C(Cl)Cl. (2) Given the product [CH2:21]([C:3]1[C:4]2[C:9](=[CH:8][CH:7]=[CH:6][CH:5]=2)[N:1]([CH2:10][C:11]2[CH:20]=[CH:19][C:14]([C:15]([O:17][CH3:18])=[O:16])=[CH:13][CH:12]=2)[CH:2]=1)[C:22]1[CH:27]=[CH:26][CH:25]=[CH:24][CH:23]=1, predict the reactants needed to synthesize it. The reactants are: [N:1]1([CH2:10][C:11]2[CH:20]=[CH:19][C:14]([C:15]([O:17][CH3:18])=[O:16])=[CH:13][CH:12]=2)[C:9]2[C:4](=[CH:5][CH:6]=[CH:7][CH:8]=2)[CH:3]=[CH:2]1.[CH:21](=O)[C:22]1[CH:27]=[CH:26][CH:25]=[CH:24][CH:23]=1.[SiH](CC)(CC)CC.FC(F)(F)C(O)=O.[OH-].[Na+].